From a dataset of Forward reaction prediction with 1.9M reactions from USPTO patents (1976-2016). Predict the product of the given reaction. (1) Given the reactants [CH3:1][C:2]1[C:10]2[C:9](=[O:11])[NH:8][C:7]([CH2:12][CH2:13][CH3:14])=[N:6][C:5]=2[S:4][N:3]=1.C([O-])([O-])=O.[K+].[K+].[F:21][C:22]1[CH:23]=[C:24]([CH:27]=[CH:28][CH:29]=1)[CH2:25]Br, predict the reaction product. The product is: [F:21][C:22]1[CH:23]=[C:24]([CH:27]=[CH:28][CH:29]=1)[CH2:25][N:8]1[C:9](=[O:11])[C:10]2[C:2]([CH3:1])=[N:3][S:4][C:5]=2[N:6]=[C:7]1[CH2:12][CH2:13][CH3:14]. (2) Given the reactants [OH:1][C:2]1[C:3]([C:23]([O:25]C)=O)=[N:4][C:5]([N:12]([CH3:22])[S:13]([C:16]2[N:17]=[CH:18][N:19]([CH3:21])[CH:20]=2)(=[O:15])=[O:14])=[C:6]2[C:11]=1[N:10]=[CH:9][CH:8]=[CH:7]2.[F:27][C:28]1[CH:33]=[CH:32][C:31]([CH2:34][NH2:35])=[C:30]([S:36][CH3:37])[CH:29]=1, predict the reaction product. The product is: [F:27][C:28]1[CH:33]=[CH:32][C:31]([CH2:34][NH:35][C:23]([C:3]2[C:2]([OH:1])=[C:11]3[C:6]([CH:7]=[CH:8][CH:9]=[N:10]3)=[C:5]([N:12]([CH3:22])[S:13]([C:16]3[N:17]=[CH:18][N:19]([CH3:21])[CH:20]=3)(=[O:14])=[O:15])[N:4]=2)=[O:25])=[C:30]([S:36][CH3:37])[CH:29]=1. (3) Given the reactants CS([C:5]1[CH:6]=[C:7]([C:11]2[N:16]=[C:15]([O:17][CH3:18])[N:14]=[C:13]([NH:19][CH2:20][CH2:21][C:22]3[CH:27]=[CH:26][C:25]([O:28][CH3:29])=[CH:24][CH:23]=3)[CH:12]=2)[CH:8]=[CH:9][CH:10]=1)(=O)=O.ClC1N=C(OC)N=C(NCC[C:42]2[CH:47]=[CH:46][C:45](OC)=[C:44](OC)[CH:43]=2)C=1.ClC1N=[C:57]([O:59]C)N=C(NCCC2C=CC(OC)=CC=2)C=1.C(C1C=C(B(O)O)C=CC=1)(O)=O, predict the reaction product. The product is: [C:10]1([C:42]2[CH:47]=[CH:46][CH:45]=[CH:44][CH:43]=2)[CH:9]=[CH:8][C:7]([C:11]2[N:16]=[C:15]([O:17][CH3:18])[N:14]=[C:13]([NH:19][CH2:20][CH2:21][C:22]3[CH:27]=[CH:26][C:25]([O:28][CH3:29])=[C:24]([O:59][CH3:57])[CH:23]=3)[CH:12]=2)=[CH:6][CH:5]=1. (4) Given the reactants [C:1]1([CH2:7][CH2:8][CH2:9][CH2:10][CH2:11][CH2:12][CH2:13][CH2:14][CH2:15][CH2:16][CH2:17][CH2:18][CH2:19][CH2:20][CH2:21][CH2:22]CC)[CH:6]=[CH:5][CH:4]=[CH:3][CH:2]=1.[Cl:25][S:26](O)(=[O:28])=[O:27], predict the reaction product. The product is: [CH2:7]([C:1]1[CH:6]=[CH:5][C:4]([S:26]([Cl:25])(=[O:28])=[O:27])=[CH:3][CH:2]=1)[CH2:8][CH2:9][CH2:10][CH2:11][CH2:12][CH2:13][CH2:14][CH2:15][CH2:16][CH2:17][CH2:18][CH2:19][CH2:20][CH2:21][CH3:22]. (5) Given the reactants Cl[CH2:2][C:3]([NH:5][C:6]1[S:14][C:9]2[CH2:10][O:11][CH2:12][CH2:13][C:8]=2[C:7]=1[C:15]([NH2:17])=[O:16])=[O:4].[CH:18]1([NH2:21])[CH2:20][CH2:19]1, predict the reaction product. The product is: [CH:18]1([NH:21][CH2:2][C:3]([NH:5][C:6]2[S:14][C:9]3[CH2:10][O:11][CH2:12][CH2:13][C:8]=3[C:7]=2[C:15]([NH2:17])=[O:16])=[O:4])[CH2:20][CH2:19]1.